This data is from Forward reaction prediction with 1.9M reactions from USPTO patents (1976-2016). The task is: Predict the product of the given reaction. (1) Given the reactants [Cl:1][C:2]1[CH:26]=[CH:25][C:5]([C:6]([NH:8][CH:9]([CH2:13][C:14]2[C:23]3[C:18](=[CH:19][CH:20]=[CH:21][CH:22]=3)[NH:17][C:16](=[O:24])[CH:15]=2)[C:10]([OH:12])=[S:11])=[O:7])=[CH:4][CH:3]=1.[CH3:27][C:28]1[CH:35]=[CH:34][CH:33]=[CH:32][C:29]=1[CH2:30]Br, predict the reaction product. The product is: [Cl:1][C:2]1[CH:3]=[CH:4][C:5]([C:6]([NH:8][CH:9]([CH2:13][C:14]2[C:23]3[C:18](=[CH:19][CH:20]=[CH:21][CH:22]=3)[NH:17][C:16](=[O:24])[CH:15]=2)[C:10]([S:11][CH2:27][C:28]2[CH:35]=[CH:34][CH:33]=[CH:32][C:29]=2[CH3:30])=[O:12])=[O:7])=[CH:25][CH:26]=1. (2) Given the reactants [NH2:1][CH2:2][C:3]1[CH:4]=[C:5]([NH:13][C:14]([CH:16]2[CH2:25][C:24]3[CH:23]=[C:22]([O:26][C:27]4[CH:32]=[CH:31][N:30]=[C:29]([C:33]([NH:35][CH3:36])=[O:34])[CH:28]=4)[CH:21]=[CH:20][C:19]=3[CH2:18][CH2:17]2)=[O:15])[CH:6]=[C:7]([C:9]([F:12])([F:11])[F:10])[CH:8]=1.Br[CH2:38][CH2:39][OH:40], predict the reaction product. The product is: [OH:40][CH2:39][CH2:38][NH:1][CH2:2][C:3]1[CH:4]=[C:5]([NH:13][C:14]([CH:16]2[CH2:25][C:24]3[CH:23]=[C:22]([O:26][C:27]4[CH:32]=[CH:31][N:30]=[C:29]([C:33]([NH:35][CH3:36])=[O:34])[CH:28]=4)[CH:21]=[CH:20][C:19]=3[CH2:18][CH2:17]2)=[O:15])[CH:6]=[C:7]([C:9]([F:12])([F:10])[F:11])[CH:8]=1. (3) Given the reactants [N:1]1([CH2:6][CH2:7][CH2:8][CH2:9][O:10][C@@H:11]2[C@H:15]([OH:16])[C@@H:14]([CH2:17][OH:18])[O:13][C@H:12]2[N:19]2[C:29]3[N:28]=[C:26]([NH2:27])[NH:25][C:23](=[O:24])[C:22]=3[N:21]=[CH:20]2)[CH:5]=[CH:4][N:3]=[CH:2]1.C[Si](Cl)(C)C.[C:35](Cl)(=[O:39])[CH:36]([CH3:38])[CH3:37], predict the reaction product. The product is: [C:35]([NH:27][C:26]1[NH:25][C:23](=[O:24])[C:22]2[N:21]=[CH:20][N:19]([C:29]=2[N:28]=1)[C@@H:12]1[O:13][C@H:14]([CH2:17][OH:18])[C@@H:15]([OH:16])[C@H:11]1[O:10][CH2:9][CH2:8][CH2:7][CH2:6][N:1]1[CH:5]=[CH:4][N:3]=[CH:2]1)(=[O:39])[CH:36]([CH3:38])[CH3:37].